This data is from Catalyst prediction with 721,799 reactions and 888 catalyst types from USPTO. The task is: Predict which catalyst facilitates the given reaction. (1) Reactant: [C:1]1([C:7]2[CH:8]=[C:9]([C:16]3[O:20][N:19]=[C:18]([C:21]4[CH:26]=[CH:25][C:24]([CH2:27]O)=[CH:23][CH:22]=4)[N:17]=3)[S:10][C:11]=2[C:12]([F:15])([F:14])[F:13])[CH:6]=[CH:5][CH:4]=[CH:3][CH:2]=1.C(P(CCCC)CCCC)CCC.[NH:42]1[CH:46]=[C:45]([C:47]([O:49][CH2:50][CH3:51])=[O:48])[CH:44]=[N:43]1. Product: [C:1]1([C:7]2[CH:8]=[C:9]([C:16]3[O:20][N:19]=[C:18]([C:21]4[CH:22]=[CH:23][C:24]([CH2:27][N:42]5[CH:46]=[C:45]([C:47]([O:49][CH2:50][CH3:51])=[O:48])[CH:44]=[N:43]5)=[CH:25][CH:26]=4)[N:17]=3)[S:10][C:11]=2[C:12]([F:15])([F:14])[F:13])[CH:6]=[CH:5][CH:4]=[CH:3][CH:2]=1. The catalyst class is: 133. (2) Reactant: [N:1]12[CH2:8][CH2:7][CH:4]([CH2:5][CH2:6]1)[CH:3]([O:9][C:10](=[O:23])[NH:11][C:12]([C:15]1[CH:20]=[C:19](Br)[CH:18]=[CH:17][C:16]=1[F:22])([CH3:14])[CH3:13])[CH2:2]2.[CH3:24][CH:25]([CH3:30])[CH2:26]B(O)O. Product: [N:1]12[CH2:8][CH2:7][CH:4]([CH2:5][CH2:6]1)[CH:3]([O:9][C:10](=[O:23])[NH:11][C:12]([C:15]1[CH:20]=[C:19]([CH2:24][CH:25]([CH3:30])[CH3:26])[CH:18]=[CH:17][C:16]=1[F:22])([CH3:14])[CH3:13])[CH2:2]2. The catalyst class is: 167. (3) Reactant: [F:1][C:2]1[CH:18]=[CH:17][C:5]2[N:6]=[C:7]([NH:9][C@H:10]3[CH2:14][CH2:13][CH2:12][C@@H:11]3[NH:15][CH3:16])[S:8][C:4]=2[CH:3]=1.C(N(CC)CC)C.[CH3:26][O:27][C:28]1[CH:36]=[CH:35][CH:34]=[C:33]([O:37][CH3:38])[C:29]=1[C:30](Cl)=[O:31]. Product: [F:1][C:2]1[CH:18]=[CH:17][C:5]2[N:6]=[C:7]([NH:9][C@H:10]3[CH2:14][CH2:13][CH2:12][C@@H:11]3[N:15]([CH3:16])[C:30](=[O:31])[C:29]3[C:28]([O:27][CH3:26])=[CH:36][CH:35]=[CH:34][C:33]=3[O:37][CH3:38])[S:8][C:4]=2[CH:3]=1. The catalyst class is: 4. (4) Reactant: CO[C:3](=[O:13])[C:4]1[C:9]([I:10])=[CH:8][CH:7]=[CH:6][C:5]=1[CH2:11]Br.[C:14]1([CH3:23])[CH:19]=[CH:18][C:17]([CH2:20][CH2:21][NH2:22])=[CH:16][CH:15]=1.C([O-])([O-])=O.[K+].[K+].C(OCC)(=O)C. Product: [I:10][C:9]1[CH:8]=[CH:7][CH:6]=[C:5]2[C:4]=1[C:3](=[O:13])[N:22]([CH2:21][CH2:20][C:17]1[CH:18]=[CH:19][C:14]([CH3:23])=[CH:15][CH:16]=1)[CH2:11]2. The catalyst class is: 345. (5) Reactant: [CH:1]1([C:4]2[CH:5]=[C:6](B3OC(C)(C)C(C)(C)O3)[CH:7]=[C:8]([CH:10]3[CH2:12][CH2:11]3)[CH:9]=2)[CH2:3][CH2:2]1.[F:22][C:23]1[CH:24]=[C:25]([CH:35]([NH:37][C:38]([C:40]2[N:41]=[C:42](Cl)[S:43][CH:44]=2)=[O:39])[CH3:36])[CH:26]=[C:27]([F:34])[C:28]=1[NH:29][S:30]([CH3:33])(=[O:32])=[O:31].C([O-])([O-])=O.[Cs+].[Cs+]. Product: [F:34][C:27]1[CH:26]=[C:25]([CH:35]([NH:37][C:38]([C:40]2[N:41]=[C:42]([C:6]3[CH:7]=[C:8]([CH:10]4[CH2:11][CH2:12]4)[CH:9]=[C:4]([CH:1]4[CH2:2][CH2:3]4)[CH:5]=3)[S:43][CH:44]=2)=[O:39])[CH3:36])[CH:24]=[C:23]([F:22])[C:28]=1[NH:29][S:30]([CH3:33])(=[O:32])=[O:31]. The catalyst class is: 235.